From a dataset of Full USPTO retrosynthesis dataset with 1.9M reactions from patents (1976-2016). Predict the reactants needed to synthesize the given product. Given the product [CH:17]([O:20][C:21]1[N:22]=[C:23]([C:2]2[C:10]3[C:5](=[CH:6][CH:7]=[C:8]([C:11]4[O:15][N:14]=[C:13]([NH2:16])[N:12]=4)[CH:9]=3)[NH:4][CH:3]=2)[CH:24]=[CH:25][CH:26]=1)([CH3:19])[CH3:18], predict the reactants needed to synthesize it. The reactants are: I[C:2]1[C:10]2[C:5](=[CH:6][CH:7]=[C:8]([C:11]3[O:15][N:14]=[C:13]([NH2:16])[N:12]=3)[CH:9]=2)[NH:4][CH:3]=1.[CH:17]([O:20][C:21]1[CH:26]=[CH:25][CH:24]=[C:23]([Sn](CCCC)(CCCC)CCCC)[N:22]=1)([CH3:19])[CH3:18].N#N.